Dataset: NCI-60 drug combinations with 297,098 pairs across 59 cell lines. Task: Regression. Given two drug SMILES strings and cell line genomic features, predict the synergy score measuring deviation from expected non-interaction effect. (1) Cell line: SNB-19. Synergy scores: CSS=28.7, Synergy_ZIP=-0.421, Synergy_Bliss=0.0597, Synergy_Loewe=-25.0, Synergy_HSA=-0.0799. Drug 1: C(=O)(N)NO. Drug 2: CCCCC(=O)OCC(=O)C1(CC(C2=C(C1)C(=C3C(=C2O)C(=O)C4=C(C3=O)C=CC=C4OC)O)OC5CC(C(C(O5)C)O)NC(=O)C(F)(F)F)O. (2) Drug 1: CN1CCC(CC1)COC2=C(C=C3C(=C2)N=CN=C3NC4=C(C=C(C=C4)Br)F)OC. Drug 2: C1=NC2=C(N=C(N=C2N1C3C(C(C(O3)CO)O)O)F)N. Cell line: MDA-MB-231. Synergy scores: CSS=8.90, Synergy_ZIP=-5.61, Synergy_Bliss=-5.94, Synergy_Loewe=-4.58, Synergy_HSA=-4.79. (3) Drug 1: CC1=C2C(C(=O)C3(C(CC4C(C3C(C(C2(C)C)(CC1OC(=O)C(C(C5=CC=CC=C5)NC(=O)OC(C)(C)C)O)O)OC(=O)C6=CC=CC=C6)(CO4)OC(=O)C)OC)C)OC. Drug 2: CC1=C(C(=CC=C1)Cl)NC(=O)C2=CN=C(S2)NC3=CC(=NC(=N3)C)N4CCN(CC4)CCO. Cell line: HOP-62. Synergy scores: CSS=56.6, Synergy_ZIP=14.7, Synergy_Bliss=14.2, Synergy_Loewe=10.6, Synergy_HSA=15.8. (4) Cell line: BT-549. Drug 1: C1CCC(C1)C(CC#N)N2C=C(C=N2)C3=C4C=CNC4=NC=N3. Synergy scores: CSS=1.44, Synergy_ZIP=-0.326, Synergy_Bliss=4.99, Synergy_Loewe=0.915, Synergy_HSA=1.97. Drug 2: C1C(C(OC1N2C=NC3=C2NC=NCC3O)CO)O. (5) Drug 1: C1=C(C(=O)NC(=O)N1)N(CCCl)CCCl. Drug 2: CC1=C2C(C(=O)C3(C(CC4C(C3C(C(C2(C)C)(CC1OC(=O)C(C(C5=CC=CC=C5)NC(=O)C6=CC=CC=C6)O)O)OC(=O)C7=CC=CC=C7)(CO4)OC(=O)C)O)C)OC(=O)C. Cell line: SR. Synergy scores: CSS=47.7, Synergy_ZIP=-6.73, Synergy_Bliss=-12.3, Synergy_Loewe=-11.2, Synergy_HSA=-8.45. (6) Drug 1: C1=NNC2=C1C(=O)NC=N2. Drug 2: C(CN)CNCCSP(=O)(O)O. Cell line: MCF7. Synergy scores: CSS=-0.791, Synergy_ZIP=2.32, Synergy_Bliss=4.14, Synergy_Loewe=-2.33, Synergy_HSA=-1.60. (7) Drug 1: C1=NC2=C(N=C(N=C2N1C3C(C(C(O3)CO)O)O)F)N. Drug 2: C1CN(CCN1C(=O)CCBr)C(=O)CCBr. Cell line: A549. Synergy scores: CSS=23.6, Synergy_ZIP=-4.48, Synergy_Bliss=-1.36, Synergy_Loewe=-5.61, Synergy_HSA=-0.518. (8) Drug 1: C1=C(C(=O)NC(=O)N1)N(CCCl)CCCl. Drug 2: CC(C)NC(=O)C1=CC=C(C=C1)CNNC.Cl. Cell line: MDA-MB-435. Synergy scores: CSS=-0.275, Synergy_ZIP=-0.301, Synergy_Bliss=-2.35, Synergy_Loewe=-6.37, Synergy_HSA=-5.87. (9) Drug 1: C1=CC(=CC=C1CCC2=CNC3=C2C(=O)NC(=N3)N)C(=O)NC(CCC(=O)O)C(=O)O. Drug 2: CS(=O)(=O)CCNCC1=CC=C(O1)C2=CC3=C(C=C2)N=CN=C3NC4=CC(=C(C=C4)OCC5=CC(=CC=C5)F)Cl. Cell line: HOP-62. Synergy scores: CSS=35.1, Synergy_ZIP=-4.30, Synergy_Bliss=3.65, Synergy_Loewe=-18.7, Synergy_HSA=4.64. (10) Drug 1: CC1=C2C(C(=O)C3(C(CC4C(C3C(C(C2(C)C)(CC1OC(=O)C(C(C5=CC=CC=C5)NC(=O)OC(C)(C)C)O)O)OC(=O)C6=CC=CC=C6)(CO4)OC(=O)C)O)C)O. Drug 2: CC1=C(C(=O)C2=C(C1=O)N3CC4C(C3(C2COC(=O)N)OC)N4)N. Cell line: MOLT-4. Synergy scores: CSS=80.8, Synergy_ZIP=2.86, Synergy_Bliss=2.77, Synergy_Loewe=2.32, Synergy_HSA=3.31.